Predict the product of the given reaction. From a dataset of Forward reaction prediction with 1.9M reactions from USPTO patents (1976-2016). (1) The product is: [NH2:15][C:16]1[N:24]=[CH:23][N:22]=[C:21]2[C:17]=1[N:18]=[CH:19][N:20]2[C@H:25]1[C@H:29]2[C@H:28]([O:32][C:31]([CH3:33])([CH3:34])[O:30]2)[C@@H:27]([CH2:35][N:36]([CH3:41])[CH2:37][CH2:38][CH2:39][NH:40][C:10]2[NH:11][C:7]3[CH:6]=[C:5]([C:1]([CH3:4])([CH3:3])[CH3:2])[CH:14]=[CH:13][C:8]=3[N:9]=2)[O:26]1. Given the reactants [C:1]([C:5]1[CH:14]=[CH:13][C:8]2[NH:9][C:10](Cl)=[N:11][C:7]=2[CH:6]=1)([CH3:4])([CH3:3])[CH3:2].[NH2:15][C:16]1[N:24]=[CH:23][N:22]=[C:21]2[C:17]=1[N:18]=[CH:19][N:20]2[C@H:25]1[C@@H:29]2[O:30][C:31]([CH3:34])([CH3:33])[O:32][C@@H:28]2[C@@H:27]([CH2:35][N:36]([CH3:41])[CH2:37][CH2:38][CH2:39][NH2:40])[O:26]1, predict the reaction product. (2) Given the reactants C1(N=C=NC2CCCCC2)CCCCC1.[C:16]([C:20]1[CH:21]=[C:22]([CH:26]=[C:27]([C:30]([CH3:33])([CH3:32])[CH3:31])[C:28]=1[OH:29])[C:23](O)=[O:24])([CH3:19])([CH3:18])[CH3:17].C(NC1CCCCC1)(NC1CCCCC1)=O.ON1C2C=CC=CC=2N=N1.[CH3:60][CH:61]1[NH:65][CH2:64][C:63]2([CH2:70][CH2:69][N:68]([CH3:71])[CH2:67][CH2:66]2)[S:62]1, predict the reaction product. The product is: [C:30]([C:27]1[CH:26]=[C:22]([C:23]([N:65]2[CH2:64][C:63]3([CH2:70][CH2:69][N:68]([CH3:71])[CH2:67][CH2:66]3)[S:62][CH:61]2[CH3:60])=[O:24])[CH:21]=[C:20]([C:16]([CH3:19])([CH3:17])[CH3:18])[C:28]=1[OH:29])([CH3:31])([CH3:33])[CH3:32]. (3) Given the reactants C[O:2][C:3]([C:5]1[CH:29]=[CH:28][C:8]2[N:9]([CH2:26][CH3:27])[C:10]([NH:12][C:13]3[S:14][C:15]4[CH:21]=[C:20]([C:22]([F:25])([F:24])[F:23])[CH:19]=[CH:18][C:16]=4[N:17]=3)=[N:11][C:7]=2[CH:6]=1)=[O:4].[OH-].[Na+].CO, predict the reaction product. The product is: [CH2:26]([N:9]1[C:8]2[CH:28]=[CH:29][C:5]([C:3]([OH:4])=[O:2])=[CH:6][C:7]=2[N:11]=[C:10]1[NH:12][C:13]1[S:14][C:15]2[CH:21]=[C:20]([C:22]([F:25])([F:24])[F:23])[CH:19]=[CH:18][C:16]=2[N:17]=1)[CH3:27]. (4) Given the reactants [CH3:1][O:2][C:3]1[C:8]2[N:9]=[CH:10][S:11][C:7]=2[CH:6]=[CH:5][CH:4]=1.C(O[C:17](=O)[NH:18][C@H:19]1[CH2:24][CH2:23][C@H:22]([C:25](=[O:30])N(OC)C)[CH2:21][CH2:20]1)(C)(C)C.[O:32]=[C:33]1[NH:38][C:37]2[CH:39]=[C:40](C=O)[CH:41]=[CH:42][C:36]=2[S:35][CH2:34]1, predict the reaction product. The product is: [CH3:1][O:2][C:3]1[C:8]2[N:9]=[C:10]([C:25]([C@H:22]3[CH2:21][CH2:20][C@H:19]([NH:18][CH2:17][C:40]4[CH:41]=[CH:42][C:36]5[S:35][CH2:34][C:33](=[O:32])[NH:38][C:37]=5[CH:39]=4)[CH2:24][CH2:23]3)=[O:30])[S:11][C:7]=2[CH:6]=[CH:5][CH:4]=1. (5) Given the reactants [NH2:1][C:2]1[CH:7]=[CH:6][C:5]([C:8]2[N:12]([CH2:13][C:14]3[CH:19]=[CH:18][C:17]([O:20][CH3:21])=[CH:16][CH:15]=3)[C:11]3[CH:22]=[CH:23][C:24]([NH:26][C:27]4[N:32]=[C:31]([C:33]5[C:41]6[C:36](=[CH:37][CH:38]=[CH:39][CH:40]=6)[NH:35][CH:34]=5)[C:30]([Cl:42])=[CH:29][N:28]=4)=[CH:25][C:10]=3[N:9]=2)=[CH:4][CH:3]=1.C[CH2:44][N:45]([CH:49]([CH3:51])C)[CH:46](C)C.BrC/C=[CH:55]/[C:56](Cl)=[O:57].C(Cl)Cl.CNC.C1COCC1, predict the reaction product. The product is: [Cl:42][C:30]1[C:31]([C:33]2[C:41]3[C:36](=[CH:37][CH:38]=[CH:39][CH:40]=3)[NH:35][CH:34]=2)=[N:32][C:27]([NH:26][C:24]2[CH:23]=[CH:22][C:11]3[N:12]([CH2:13][C:14]4[CH:19]=[CH:18][C:17]([O:20][CH3:21])=[CH:16][CH:15]=4)[C:8]([C:5]4[CH:6]=[CH:7][C:2]([NH:1][C:56](=[O:57])/[CH:55]=[CH:51]/[CH2:49][N:45]([CH3:44])[CH3:46])=[CH:3][CH:4]=4)=[N:9][C:10]=3[CH:25]=2)=[N:28][CH:29]=1. (6) The product is: [F:32][C:33]([F:46])([F:45])[S:34]([O:15][C:9]1[C:6]2[C:7](=[O:8])[N:2]([CH3:1])[C:3](=[O:24])[N:4]([C:16]3[CH:21]=[CH:20][C:19]([I:22])=[CH:18][C:17]=3[F:23])[C:5]=2[N:12]([CH3:13])[C:11](=[O:14])[CH:10]=1)(=[O:36])=[O:35]. Given the reactants [CH3:1][N:2]1[C:7](=[O:8])[C:6]2[C:9]([OH:15])=[CH:10][C:11](=[O:14])[N:12]([CH3:13])[C:5]=2[N:4]([C:16]2[CH:21]=[CH:20][C:19]([I:22])=[CH:18][C:17]=2[F:23])[C:3]1=[O:24].C(N(CC)CC)C.[F:32][C:33]([F:46])([F:45])[S:34](O[S:34]([C:33]([F:46])([F:45])[F:32])(=[O:36])=[O:35])(=[O:36])=[O:35], predict the reaction product.